This data is from Catalyst prediction with 721,799 reactions and 888 catalyst types from USPTO. The task is: Predict which catalyst facilitates the given reaction. (1) Reactant: [F:1][C:2]1[CH:7]=[C:6]([N:8]2[CH:13]=[CH:12][CH:11]=[CH:10][C:9]2=[O:14])[CH:5]=[CH:4][C:3]=1[NH:15][C:16]([N:18]1[CH2:22][C:21](=[O:23])[C@H:20]([CH2:24][NH:25][C:26]([C:28]2[S:29][C:30]([Cl:33])=[CH:31][CH:32]=2)=[O:27])[CH2:19]1)=[O:17].[BH4-].[Na+]. Product: [F:1][C:2]1[CH:7]=[C:6]([N:8]2[CH:13]=[CH:12][CH:11]=[CH:10][C:9]2=[O:14])[CH:5]=[CH:4][C:3]=1[NH:15][C:16]([N:18]1[CH2:22][C@H:21]([OH:23])[C@H:20]([CH2:24][NH:25][C:26]([C:28]2[S:29][C:30]([Cl:33])=[CH:31][CH:32]=2)=[O:27])[CH2:19]1)=[O:17]. The catalyst class is: 1. (2) The catalyst class is: 72. Reactant: [OH-].[Na+].C[O:4][C:5]([C:7]1([C:14]2[CH:19]=[CH:18][CH:17]=[CH:16][CH:15]=2)[CH2:13][CH2:12][CH2:11][CH2:10][CH2:9][CH2:8]1)=[O:6]. Product: [C:14]1([C:7]2([C:5]([OH:6])=[O:4])[CH2:13][CH2:12][CH2:11][CH2:10][CH2:9][CH2:8]2)[CH:19]=[CH:18][CH:17]=[CH:16][CH:15]=1.